Dataset: Catalyst prediction with 721,799 reactions and 888 catalyst types from USPTO. Task: Predict which catalyst facilitates the given reaction. (1) Reactant: [CH2:1]([O:3][CH2:4][CH2:5][O:6][C:7]1[CH:12]=[C:11]([CH3:13])[C:10]([C:14]2[CH:19]=[CH:18][CH:17]=[C:16]([CH2:20][O:21][C:22]3[CH:27]=[CH:26][C:25]([CH:28]4[CH2:30][CH:29]4[C:31]([OH:33])=[O:32])=[CH:24][CH:23]=3)[CH:15]=2)=[C:9]([CH3:34])[CH:8]=1)[CH3:2].[OH-].[Na+].[Cl-].[Ca+2:38].[Cl-]. Product: [Ca+2:38].[CH2:1]([O:3][CH2:4][CH2:5][O:6][C:7]1[CH:8]=[C:9]([CH3:34])[C:10]([C:14]2[CH:19]=[CH:18][CH:17]=[C:16]([CH2:20][O:21][C:22]3[CH:27]=[CH:26][C:25]([CH:28]4[CH2:30][CH:29]4[C:31]([O-:33])=[O:32])=[CH:24][CH:23]=3)[CH:15]=2)=[C:11]([CH3:13])[CH:12]=1)[CH3:2].[CH2:1]([O:3][CH2:4][CH2:5][O:6][C:7]1[CH:8]=[C:9]([CH3:34])[C:10]([C:14]2[CH:19]=[CH:18][CH:17]=[C:16]([CH2:20][O:21][C:22]3[CH:27]=[CH:26][C:25]([CH:28]4[CH2:30][CH:29]4[C:31]([O-:33])=[O:32])=[CH:24][CH:23]=3)[CH:15]=2)=[C:11]([CH3:13])[CH:12]=1)[CH3:2]. The catalyst class is: 5. (2) Reactant: [C:1]([O:5][C:6]([NH:8][C:9]1[S:13][C:12]([C:14]([O:16]C)=[O:15])=[C:11]([CH3:18])[C:10]=1[C:19]#[N:20])=[O:7])([CH3:4])([CH3:3])[CH3:2].[OH-].[Na+]. Product: [C:1]([O:5][C:6]([NH:8][C:9]1[S:13][C:12]([C:14]([OH:16])=[O:15])=[C:11]([CH3:18])[C:10]=1[C:19]#[N:20])=[O:7])([CH3:4])([CH3:2])[CH3:3]. The catalyst class is: 24. (3) Reactant: [CH3:1][C:2]1[CH:6]=[CH:5][NH:4][C:3]=1[CH:7]=[O:8].C1C(=O)N([Br:16])C(=O)C1. Product: [Br:16][C:6]1[C:2]([CH3:1])=[C:3]([CH:7]=[O:8])[NH:4][CH:5]=1. The catalyst class is: 1. (4) Reactant: C([O:3][C:4](=[O:38])[CH2:5][N:6]([C:11]1[C:15]2[CH:16]=[C:17]([CH2:20][O:21][C:22]3[CH:27]=[CH:26][C:25]([C:28]4[CH:33]=[C:32]([F:34])[C:31]([F:35])=[CH:30][C:29]=4[O:36][CH3:37])=[CH:24][CH:23]=3)[CH:18]=[CH:19][C:14]=2[O:13][N:12]=1)[CH2:7][CH2:8][O:9][CH3:10])C.C1COCC1.O[Li].O. Product: [F:35][C:31]1[C:32]([F:34])=[CH:33][C:28]([C:25]2[CH:26]=[CH:27][C:22]([O:21][CH2:20][C:17]3[CH:18]=[CH:19][C:14]4[O:13][N:12]=[C:11]([N:6]([CH2:5][C:4]([OH:38])=[O:3])[CH2:7][CH2:8][O:9][CH3:10])[C:15]=4[CH:16]=3)=[CH:23][CH:24]=2)=[C:29]([O:36][CH3:37])[CH:30]=1. The catalyst class is: 6. (5) The catalyst class is: 93. Product: [CH2:17]([O:16][CH2:15][C:14]#[C:13][C:10]1[CH:11]=[CH:12][C:7]([C@@H:4]2[CH2:5][CH2:6][C@@:2]3([NH:1][C:28](=[O:29])[O:25][CH2:24]3)[CH2:3]2)=[CH:8][CH:9]=1)[C:18]1[CH:19]=[CH:20][CH:21]=[CH:22][CH:23]=1. Reactant: [NH2:1][C@:2]1([CH2:24][OH:25])[CH2:6][CH2:5][C@@H:4]([C:7]2[CH:12]=[CH:11][C:10]([C:13]#[C:14][CH2:15][O:16][CH2:17][C:18]3[CH:23]=[CH:22][CH:21]=[CH:20][CH:19]=3)=[CH:9][CH:8]=2)[CH2:3]1.[OH-].[K+].[C:28](Cl)(Cl)=[O:29].CCOC(C)=O. (6) Reactant: [OH-].[Na+].[C:3]([C:5]1[CH:10]=[CH:9][C:8]([CH:11]2[N:16]([CH2:17][C:18]([O:20]C)=[O:19])[C:15](=[O:22])[N:14]([C:23]3[CH:28]=[CH:27][CH:26]=[C:25]([C:29]([F:32])([F:31])[F:30])[CH:24]=3)[C:13]3[CH2:33][CH2:34][C:35](=[O:36])[C:12]2=3)=[CH:7][CH:6]=1)#[N:4].O. Product: [C:3]([C:5]1[CH:6]=[CH:7][C:8]([CH:11]2[N:16]([CH2:17][C:18]([OH:20])=[O:19])[C:15](=[O:22])[N:14]([C:23]3[CH:28]=[CH:27][CH:26]=[C:25]([C:29]([F:32])([F:30])[F:31])[CH:24]=3)[C:13]3[CH2:33][CH2:34][C:35](=[O:36])[C:12]2=3)=[CH:9][CH:10]=1)#[N:4]. The catalyst class is: 7. (7) Reactant: Cl[C:2]1[C:3](=[O:18])[N:4]([CH:15]([CH3:17])[CH3:16])[S:5](=[O:14])(=[O:13])[C:6]=1[C:7]1[CH:12]=[CH:11][CH:10]=[CH:9][CH:8]=1.[Cl:19][C:20]1[C:21]([N:30]2[CH2:35][CH2:34][CH:33]([NH2:36])[CH2:32][CH2:31]2)=[N:22][CH:23]=[C:24]([C:26]([F:29])([F:28])[F:27])[CH:25]=1. Product: [Cl:19][C:20]1[C:21]([N:30]2[CH2:31][CH2:32][CH:33]([NH:36][C:2]3[C:3](=[O:18])[N:4]([CH:15]([CH3:17])[CH3:16])[S:5](=[O:14])(=[O:13])[C:6]=3[C:7]3[CH:12]=[CH:11][CH:10]=[CH:9][CH:8]=3)[CH2:34][CH2:35]2)=[N:22][CH:23]=[C:24]([C:26]([F:28])([F:29])[F:27])[CH:25]=1. The catalyst class is: 23.